Predict the reactants needed to synthesize the given product. From a dataset of Full USPTO retrosynthesis dataset with 1.9M reactions from patents (1976-2016). (1) Given the product [CH3:10][S:11][C:12]1[CH:19]=[CH:18][CH:17]=[CH:16][C:13]=1[CH2:14][N:15]1[C:2]([CH3:1])=[CH:3][C:4]([OH:9])=[CH:5][C:6]1=[O:8], predict the reactants needed to synthesize it. The reactants are: [CH3:1][C:2]1O[C:6](=[O:8])[CH:5]=[C:4]([OH:9])[CH:3]=1.[CH3:10][S:11][C:12]1[CH:19]=[CH:18][CH:17]=[CH:16][C:13]=1[CH2:14][NH2:15]. (2) Given the product [CH2:1]([O:3][C:4]([C:6]1([C:9]2[CH:10]=[CH:11][C:12]([C:28]3[CH:29]=[CH:30][C:25]([Br:24])=[CH:26][CH:27]=3)=[CH:13][CH:14]=2)[CH2:7][CH2:8]1)=[O:5])[CH3:2], predict the reactants needed to synthesize it. The reactants are: [CH2:1]([O:3][C:4]([C:6]1([C:9]2[CH:14]=[CH:13][C:12](B3OC(C)(C)C(C)(C)O3)=[CH:11][CH:10]=2)[CH2:8][CH2:7]1)=[O:5])[CH3:2].[Br:24][C:25]1[CH:30]=[CH:29][C:28](I)=[CH:27][CH:26]=1.C(=O)(O)[O-].[Na+].N#N. (3) Given the product [CH3:36][O:35][C:28]1[C:27]([CH3:37])=[C:26]([C:24]([C:21]2[CH:22]=[CH:23][C:14]([NH:13][C:5](=[O:11])[NH:42][O:41][CH2:38][CH:39]=[CH2:40])=[C:15]([CH:20]=2)[C:16]([O:18][CH3:19])=[O:17])=[O:25])[N:34]2[C:29]=1[CH:30]=[CH:31][CH:32]=[CH:33]2, predict the reactants needed to synthesize it. The reactants are: ClC(Cl)(O[C:5](=[O:11])OC(Cl)(Cl)Cl)Cl.[NH2:13][C:14]1[CH:23]=[CH:22][C:21]([C:24]([C:26]2[N:34]3[C:29]([CH:30]=[CH:31][CH:32]=[CH:33]3)=[C:28]([O:35][CH3:36])[C:27]=2[CH3:37])=[O:25])=[CH:20][C:15]=1[C:16]([O:18][CH3:19])=[O:17].[CH2:38]([O:41][NH2:42])[CH:39]=[CH2:40].C(N(CC)CC)C. (4) Given the product [Br:54][C:51]1[CH:52]=[CH:53][C:48]2[O:47][C:46]([C:55](=[O:56])[NH2:57])=[C:45]([NH:44][C:8](=[O:10])[C:7]3[CH:6]=[CH:5][N:4]=[CH:3][C:2]=3[Cl:1])[C:49]=2[CH:50]=1, predict the reactants needed to synthesize it. The reactants are: [Cl:1][C:2]1[CH:3]=[N:4][CH:5]=[CH:6][C:7]=1[C:8]([OH:10])=O.C(N(C(C)C)CC)(C)C.CN(C(ON1N=NC2C=CC=NC1=2)=[N+](C)C)C.F[P-](F)(F)(F)(F)F.[NH2:44][C:45]1[C:49]2[CH:50]=[C:51]([Br:54])[CH:52]=[CH:53][C:48]=2[O:47][C:46]=1[C:55]([NH2:57])=[O:56]. (5) The reactants are: [Cl:1][C:2]1[C:30]([O:31][CH3:32])=[CH:29][C:28]([O:33][CH3:34])=[C:27]([Cl:35])[C:3]=1[CH2:4][O:5][C:6]1[CH:7]=[N:8][C:9]([NH:12][C:13]2[CH:18]=[CH:17][C:16]([CH:19]3[CH2:24][CH2:23][NH:22][CH2:21][CH2:20]3)=[CH:15][C:14]=2[O:25][CH3:26])=[N:10][CH:11]=1.N1(CO)C2C=CC=C[C:39]=2N=N1.C(O[BH-](OC(=O)C)OC(=O)C)(=O)C.[Na+].C(=O)([O-])O.[Na+]. Given the product [Cl:35][C:27]1[C:28]([O:33][CH3:34])=[CH:29][C:30]([O:31][CH3:32])=[C:2]([Cl:1])[C:3]=1[CH2:4][O:5][C:6]1[CH:7]=[N:8][C:9]([NH:12][C:13]2[CH:18]=[CH:17][C:16]([CH:19]3[CH2:24][CH2:23][N:22]([CH3:39])[CH2:21][CH2:20]3)=[CH:15][C:14]=2[O:25][CH3:26])=[N:10][CH:11]=1, predict the reactants needed to synthesize it. (6) The reactants are: [CH3:1][C:2]1([CH3:38])[CH2:11][CH2:10][C:9]2[C:8]([N:12]3[CH2:16][CH2:15][CH2:14][CH2:13]3)=[N:7][C:6]3[S:17][C:18]4[C:23]([NH:24][CH2:25][CH2:26][N:27]5[CH2:32][CH2:31][N:30](C(OCC)=O)[CH2:29][CH2:28]5)=[N:22][CH:21]=[N:20][C:19]=4[C:5]=3[C:4]=2[CH2:3]1.[OH-].[K+]. Given the product [CH3:1][C:2]1([CH3:38])[CH2:11][CH2:10][C:9]2[C:8]([N:12]3[CH2:13][CH2:14][CH2:15][CH2:16]3)=[N:7][C:6]3[S:17][C:18]4[C:19](=[N:20][CH:21]=[N:22][C:23]=4[NH:24][CH2:25][CH2:26][N:27]4[CH2:32][CH2:31][NH:30][CH2:29][CH2:28]4)[C:5]=3[C:4]=2[CH2:3]1, predict the reactants needed to synthesize it. (7) Given the product [CH3:29][O:30][P:31]([CH2:2][C:3]1[S:4][C:5]2[N:6]=[C:7]([N:18]3[C:22]4[CH:23]=[CH:24][CH:25]=[CH:26][C:21]=4[N:20]=[C:19]3[CH2:27][CH3:28])[N:8]=[C:9]([N:12]3[CH2:17][CH2:16][O:15][CH2:14][CH2:13]3)[C:10]=2[N:11]=1)(=[O:34])[O:32][CH3:33], predict the reactants needed to synthesize it. The reactants are: Br[CH2:2][C:3]1[S:4][C:5]2[N:6]=[C:7]([N:18]3[C:22]4[CH:23]=[CH:24][CH:25]=[CH:26][C:21]=4[N:20]=[C:19]3[CH2:27][CH3:28])[N:8]=[C:9]([N:12]3[CH2:17][CH2:16][O:15][CH2:14][CH2:13]3)[C:10]=2[N:11]=1.[CH3:29][O:30][P:31]([O:34]C)[O:32][CH3:33]. (8) Given the product [OH:1][C:2](=[C:14]1[C:15](=[O:23])[CH2:16][C:17]([CH3:21])([CH3:22])[CH2:18][C:19]1=[O:20])[CH2:3][CH2:4][CH2:5][CH2:6][C:7]([OH:9])=[O:8], predict the reactants needed to synthesize it. The reactants are: [OH:1][C:2](=[C:14]1[C:19](=[O:20])[CH2:18][C:17]([CH3:22])([CH3:21])[CH2:16][C:15]1=[O:23])[CH2:3][CH2:4][CH2:5][CH2:6][C:7]([O:9]C(C)(C)C)=[O:8]. (9) Given the product [CH2:31]([O:30][C:28]([C:2]1[CH:3]=[CH:4][C:5]2[N:6]([C:8]([CH:11]([C:13]3[CH:14]=[C:15]4[C:19](=[CH:20][CH:21]=3)[N:18]([CH3:22])[N:17]=[CH:16]4)[CH3:12])=[CH:9][N:10]=2)[N:7]=1)=[CH2:29])[CH3:32], predict the reactants needed to synthesize it. The reactants are: Cl[C:2]1[CH:3]=[CH:4][C:5]2[N:6]([C:8]([CH:11]([C:13]3[CH:14]=[C:15]4[C:19](=[CH:20][CH:21]=3)[N:18]([CH3:22])[N:17]=[CH:16]4)[CH3:12])=[CH:9][N:10]=2)[N:7]=1.C([Sn](CCCC)(CCCC)[C:28]([O:30][CH2:31][CH3:32])=[CH2:29])CCC.C(OC(C1C=CC2N(C(CC3C=C4C(=CC=3)N(C)N=C4)=CN=2)N=1)=C)C.